From a dataset of Reaction yield outcomes from USPTO patents with 853,638 reactions. Predict the reaction yield, written as a fraction of the theoretical maximum amount of product (1.0 means a 100% yield; for example, 0.34 means a 34% yield). (1) The reactants are [OH:1][CH2:2][C@@H:3]1[O:7][C:6](=[O:8])[N:5]([C:9]2[CH:14]=[CH:13][C:12]([C:15]3[CH2:16][CH2:17][O:18][CH2:19][CH:20]=3)=[C:11]([F:21])[CH:10]=2)[CH2:4]1.O[C:23]1[CH:27]=[C:26]([CH3:28])[O:25][N:24]=1.C1(P(C2C=CC=CC=2)C2C=CC=CC=2)C=CC=CC=1.CC(OC(/N=N/C(OC(C)C)=O)=O)C. The catalyst is C1COCC1. The product is [CH3:28][C:26]1[O:25][N:24]=[C:23]([O:1][CH2:2][C@@H:3]2[O:7][C:6](=[O:8])[N:5]([C:9]3[CH:14]=[CH:13][C:12]([C:15]4[CH2:16][CH2:17][O:18][CH2:19][CH:20]=4)=[C:11]([F:21])[CH:10]=3)[CH2:4]2)[CH:27]=1. The yield is 0.460. (2) The reactants are [CH:1]1([C:4]2[N:8]([C:9]3[CH:14]=[C:13](I)[CH:12]=[CH:11][N:10]=3)[N:7]=[C:6]([C:16]([NH2:18])=[O:17])[CH:5]=2)[CH2:3][CH2:2]1.[C:19]([C@:21]1([OH:28])[CH2:25][CH2:24][N:23]([CH3:26])[C:22]1=[O:27])#[CH:20]. No catalyst specified. The product is [CH:1]1([C:4]2[N:8]([C:9]3[CH:14]=[C:13]([C:20]#[C:19][C@:21]4([OH:28])[CH2:25][CH2:24][N:23]([CH3:26])[C:22]4=[O:27])[CH:12]=[CH:11][N:10]=3)[N:7]=[C:6]([C:16]([NH2:18])=[O:17])[CH:5]=2)[CH2:3][CH2:2]1. The yield is 0.900. (3) The reactants are CC1(C)C(C)(C)OB([C:9]2[CH:10]=[C:11]([B:15]3[NH:26][C:25]4[C:27]5[C:21]([CH:22]=[CH:23][CH:24]=4)=[CH:20][CH:19]=[CH:18][C:17]=5[NH:16]3)[CH:12]=[CH:13][CH:14]=2)O1.Cl[C:30]1[C:31]2[N:38]=[CH:37][N:36]([CH2:39][CH3:40])[C:32]=2[N:33]=[N:34][CH:35]=1.C(=O)([O-])[O-].[Cs+].[Cs+]. The catalyst is O1CCOCC1.O.[Pd](Cl)Cl.C(P(C(C)(C)C)[C-]1C=CC=C1)(C)(C)C.[C-]1(P(C(C)(C)C)C(C)(C)C)C=CC=C1.[Fe+2]. The product is [CH2:39]([N:36]1[C:32]2[N:33]=[N:34][CH:35]=[C:30]([C:9]3[CH:10]=[C:11]([B:15]4[NH:26][C:25]5[C:27]6[C:21]([CH:22]=[CH:23][CH:24]=5)=[CH:20][CH:19]=[CH:18][C:17]=6[NH:16]4)[CH:12]=[CH:13][CH:14]=3)[C:31]=2[N:38]=[CH:37]1)[CH3:40]. The yield is 0.836.